This data is from Catalyst prediction with 721,799 reactions and 888 catalyst types from USPTO. The task is: Predict which catalyst facilitates the given reaction. (1) Reactant: [CH3:1][C:2](=[N:4][OH:5])[CH3:3].CC(C)([O-])C.[K+].[Br:12][C:13]1[CH:18]=[CH:17][C:16]([C:19]([C:21]2[CH:26]=[CH:25][CH:24]=[CH:23][C:22]=2[CH:27]([O:31][CH2:32][CH3:33])[O:28][CH2:29][CH3:30])=[O:20])=[C:15](F)[CH:14]=1. The catalyst class is: 30. Product: [Br:12][C:13]1[CH:14]=[CH:15][C:16]([C:19]([C:21]2[CH:26]=[CH:25][CH:24]=[CH:23][C:22]=2[CH:27]([O:28][CH2:29][CH3:30])[O:31][CH2:32][CH3:33])=[O:20])=[C:17]([O:5][N:4]=[C:2]([CH3:3])[CH3:1])[CH:18]=1. (2) Reactant: [Br:1][C:2]1[CH:3]=[C:4]2[C:15]3([CH2:19][S:18][C:17]([NH:20][C:21](=[O:27])[O:22][C:23]([CH3:26])([CH3:25])[CH3:24])=[N:16]3)[C:14]3[C:9](=[CH:10][CH:11]=[C:12](I)[CH:13]=3)[O:8][C:5]2=[N:6][CH:7]=1.[F:29][C:30]1[C:35](B(O)O)=[CH:34][CH:33]=[CH:32][N:31]=1.C(=O)([O-])[O-].[K+].[K+]. Product: [Br:1][C:2]1[CH:3]=[C:4]2[C:15]3([CH2:19][S:18][C:17]([NH:20][C:21](=[O:27])[O:22][C:23]([CH3:26])([CH3:25])[CH3:24])=[N:16]3)[C:14]3[C:9](=[CH:10][CH:11]=[C:12]([C:35]4[C:30]([F:29])=[N:31][CH:32]=[CH:33][CH:34]=4)[CH:13]=3)[O:8][C:5]2=[N:6][CH:7]=1. The catalyst class is: 73. (3) Reactant: [NH2:1][C:2]1[CH:3]=[CH:4][C:5]2[N:6]([CH3:15])[C:7]3[C:12]([C:13]=2[CH:14]=1)=[CH:11][CH:10]=[CH:9][CH:8]=3.C(N(CC)CC)C.[Cl:23][CH2:24][C:25](Cl)=[O:26]. Product: [Cl:23][CH2:24][C:25]([NH:1][C:2]1[CH:3]=[CH:4][C:5]2[N:6]([CH3:15])[C:7]3[C:12]([C:13]=2[CH:14]=1)=[CH:11][CH:10]=[CH:9][CH:8]=3)=[O:26]. The catalyst class is: 4. (4) Reactant: [N:1]([C:4]1[CH:9]=[C:8]([C:10]([O:12][CH3:13])=[O:11])[CH:7]=[CH:6][C:5]=1[C:14]([O:16]C)=O)=[C:2]=[S:3].[Cl:18][C:19]1[C:20]([NH2:26])=[N:21][CH:22]=[C:23]([Cl:25])[CH:24]=1. Product: [Cl:18][C:19]1[C:20]([N:26]2[C:14](=[O:16])[C:5]3[C:4](=[CH:9][C:8]([C:10]([O:12][CH3:13])=[O:11])=[CH:7][CH:6]=3)[NH:1][C:2]2=[S:3])=[N:21][CH:22]=[C:23]([Cl:25])[CH:24]=1. The catalyst class is: 18. (5) Product: [C:12]([N:8]1[CH:7]=[N:6][C:5]2[C:9]1=[N:10][C:2]([NH2:1])=[N:3][C:4]=2[Cl:11])(=[O:14])[CH3:13]. Reactant: [NH2:1][C:2]1[N:10]=[C:9]2[C:5]([NH:6][CH:7]=[N:8]2)=[C:4]([Cl:11])[N:3]=1.[C:12](OC(=O)C)(=[O:14])[CH3:13]. The catalyst class is: 80. (6) Reactant: COC([C@H]1N2C(=O)C(N)=C(CC3C4C(=CC=CC=4)C=CC=3)C(C3CC3)=C2SC1)=O.[CH3:30][O:31][C:32]([C@H:34]1[N:38]2[C:39](=[O:62])[C:40]([N+:59]([O-])=O)=[C:41]([CH2:53][CH2:54][CH2:55][CH2:56][CH2:57][CH3:58])[C:42]([C:43]3[CH:48]=[CH:47][CH:46]=[C:45]([C:49]([F:52])([F:51])[F:50])[CH:44]=3)=[C:37]2[S:36][CH2:35]1)=[O:33]. Product: [CH3:30][O:31][C:32]([C@H:34]1[N:38]2[C:39](=[O:62])[C:40]([NH2:59])=[C:41]([CH2:53][CH2:54][CH2:55][CH2:56][CH2:57][CH3:58])[C:42]([C:43]3[CH:48]=[CH:47][CH:46]=[C:45]([C:49]([F:52])([F:50])[F:51])[CH:44]=3)=[C:37]2[S:36][CH2:35]1)=[O:33]. The catalyst class is: 763.